This data is from Reaction yield outcomes from USPTO patents with 853,638 reactions. The task is: Predict the reaction yield, written as a fraction of the theoretical maximum amount of product (1.0 means a 100% yield; for example, 0.34 means a 34% yield). The reactants are [C:1]([C:5]1[CH:6]=[C:7]([C:15]2[NH:19][C:18]([C:20]([NH:22][C@H:23]3[CH2:26][C@H:25]([C:27]([O:29]C)=[O:28])[CH2:24]3)=[O:21])=[C:17]([Cl:31])[C:16]=2[CH2:32][CH:33]2[CH2:38][CH2:37][CH2:36][CH2:35][CH2:34]2)[CH:8]=[C:9]([C:11]2([CH3:14])[CH2:13][CH2:12]2)[CH:10]=1)([CH3:4])([CH3:3])[CH3:2].[Li+].[OH-].Cl. The catalyst is C1COCC1.CO.O.O. The product is [C:1]([C:5]1[CH:6]=[C:7]([C:15]2[NH:19][C:18]([C:20]([NH:22][C@H:23]3[CH2:24][C@H:25]([C:27]([OH:29])=[O:28])[CH2:26]3)=[O:21])=[C:17]([Cl:31])[C:16]=2[CH2:32][CH:33]2[CH2:34][CH2:35][CH2:36][CH2:37][CH2:38]2)[CH:8]=[C:9]([C:11]2([CH3:14])[CH2:12][CH2:13]2)[CH:10]=1)([CH3:2])([CH3:3])[CH3:4]. The yield is 0.350.